Dataset: Full USPTO retrosynthesis dataset with 1.9M reactions from patents (1976-2016). Task: Predict the reactants needed to synthesize the given product. Given the product [CH3:1][O:2][C:3]1[CH:8]=[CH:7][CH:6]=[CH:5][C:4]=1[S:9][CH2:10][CH2:11][CH2:12][CH2:13][CH2:14][CH2:15][CH2:25][CH2:26][CH2:27][C:28]([OH:30])=[O:29], predict the reactants needed to synthesize it. The reactants are: [CH3:1][O:2][C:3]1[CH:8]=[CH:7][CH:6]=[CH:5][C:4]=1[S:9][CH2:10][CH2:11][CH2:12][CH2:13][CH2:14][C:15](O)=O.BrCCCCCC[CH2:25][CH2:26][CH2:27][C:28]([O:30]CC)=[O:29].COC1C=CC=CC=1S.[OH-].[K+].